This data is from Reaction yield outcomes from USPTO patents with 853,638 reactions. The task is: Predict the reaction yield, written as a fraction of the theoretical maximum amount of product (1.0 means a 100% yield; for example, 0.34 means a 34% yield). (1) The yield is 0.590. The product is [CH3:13][C:10]1[CH:11]=[CH:12][C:7]([O:6][C:5]2[CH:4]=[C:3]([CH:16]=[CH:15][CH:14]=2)[CH2:2][P:20](=[O:24])([O:21][CH2:22][CH3:23])[O:19][CH2:17][CH3:18])=[N:8][CH:9]=1. The catalyst is C(OCC)(=O)C. The reactants are Cl[CH2:2][C:3]1[CH:4]=[C:5]([CH:14]=[CH:15][CH:16]=1)[O:6][C:7]1[CH:12]=[CH:11][C:10]([CH3:13])=[CH:9][N:8]=1.[CH2:17]([O:19][P:20]([O:24]CC)[O:21][CH2:22][CH3:23])[CH3:18].O. (2) The reactants are [CH2:1]([NH:8][C:9]([N:11]1[CH:16]2[C@H:17]([CH3:41])[N:18]([CH2:30][C:31]3[CH:32]=[CH:33][CH:34]=[C:35]4[C:40]=3[N:39]=[CH:38][CH:37]=[CH:36]4)[C:19](=[O:29])[C@H:20]([CH2:21][C:22]3[CH:27]=[CH:26][C:25]([OH:28])=[CH:24][CH:23]=3)[N:15]2[C:14](=[O:42])[CH2:13][N:12]1[CH3:43])=[O:10])[C:2]1[CH:7]=[CH:6][CH:5]=[CH:4][CH:3]=1.C(N(CC)CC)C.[N:51]([CH:54]([CH2:65][CH:66]([CH3:68])[CH3:67])[C:55]([O:57][CH2:58][C:59]1[CH:64]=[CH:63][CH:62]=[CH:61][CH:60]=1)=[O:56])=[C:52]=[O:53]. The catalyst is C(Cl)Cl. The product is [CH2:1]([NH:8][C:9]([N:11]1[CH:16]2[C@H:17]([CH3:41])[N:18]([CH2:30][C:31]3[CH:32]=[CH:33][CH:34]=[C:35]4[C:40]=3[N:39]=[CH:38][CH:37]=[CH:36]4)[C:19](=[O:29])[C@H:20]([CH2:21][C:22]3[CH:23]=[CH:24][C:25]([O:28][C:52]([NH:51][CH:54]([CH2:65][CH:66]([CH3:68])[CH3:67])[C:55]([O:57][CH2:58][C:59]4[CH:64]=[CH:63][CH:62]=[CH:61][CH:60]=4)=[O:56])=[O:53])=[CH:26][CH:27]=3)[N:15]2[C:14](=[O:42])[CH2:13][N:12]1[CH3:43])=[O:10])[C:2]1[CH:3]=[CH:4][CH:5]=[CH:6][CH:7]=1. The yield is 0.588. (3) The reactants are C1([C@H](N[C@@H:10]2[CH2:15][CH2:14][N:13]([C:16]([O:18][C:19]([CH3:22])([CH3:21])[CH3:20])=[O:17])[CH2:12][C@H:11]2[C:23]([O:25][CH2:26][CH3:27])=[O:24])C)C=CC=CC=1.CC[O-:30].[Na+]. The catalyst is CCO. The product is [O:30]=[C:10]1[CH2:15][CH2:14][N:13]([C:16]([O:18][C:19]([CH3:22])([CH3:21])[CH3:20])=[O:17])[CH2:12][CH:11]1[C:23]([O:25][CH2:26][CH3:27])=[O:24]. The yield is 0.710. (4) The product is [Cl:1][C:2]1[C:12]([CH2:13][NH:36][CH:33]2[CH2:32][CH2:31][N:30]([CH2:29][CH2:28][S:27][C:23]3[CH:22]=[N:21][C:20]4[C:25](=[CH:26][C:17]([O:16][CH3:15])=[CH:18][CH:19]=4)[N:24]=3)[CH2:35][CH2:34]2)=[CH:11][C:5]2[NH:6][C:7](=[O:10])[CH2:8][S:9][C:4]=2[CH:3]=1. No catalyst specified. The reactants are [Cl:1][C:2]1[C:12]([CH:13]=O)=[CH:11][C:5]2[NH:6][C:7](=[O:10])[CH2:8][S:9][C:4]=2[CH:3]=1.[CH3:15][O:16][C:17]1[CH:26]=[C:25]2[C:20]([N:21]=[CH:22][C:23]([S:27][CH2:28][CH2:29][N:30]3[CH2:35][CH2:34][CH:33]([NH2:36])[CH2:32][CH2:31]3)=[N:24]2)=[CH:19][CH:18]=1. The yield is 0.350.